From a dataset of Reaction yield outcomes from USPTO patents with 853,638 reactions. Predict the reaction yield, written as a fraction of the theoretical maximum amount of product (1.0 means a 100% yield; for example, 0.34 means a 34% yield). (1) The product is [ClH:1].[Cl:1][C:2]1[CH:7]=[CH:6][C:5]([CH:8]([NH2:21])[CH2:9][CH2:10][C:11]2[CH:16]=[CH:15][C:14]([C:17]([F:19])([F:20])[F:18])=[CH:13][CH:12]=2)=[CH:4][CH:3]=1. The catalyst is CO.O1CCOCC1. The yield is 0.780. The reactants are [Cl:1][C:2]1[CH:7]=[CH:6][C:5]([CH:8]([NH:21]S(C(C)(C)C)=O)[CH2:9][CH2:10][C:11]2[CH:16]=[CH:15][C:14]([C:17]([F:20])([F:19])[F:18])=[CH:13][CH:12]=2)=[CH:4][CH:3]=1.Cl. (2) The reactants are Cl.[NH2:2][C@@H:3]1[CH2:7][C@H:6]([CH2:8][OH:9])[CH:5]=[CH:4]1.C(N(CC)CC)C.[C:17](OC(=O)C)(=[O:19])[CH3:18]. No catalyst specified. The product is [C:17]([NH:2][C@@H:3]1[CH2:7][C@H:6]([CH2:8][OH:9])[CH:5]=[CH:4]1)(=[O:19])[CH3:18]. The yield is 0.660. (3) The reactants are [F:1][C:2]1([F:10])[CH2:5][CH:4]([S:6]([O-])(=[O:8])=[O:7])[CH2:3]1.[K+].S(Cl)([Cl:14])=O. The catalyst is CN(C=O)C. The product is [F:1][C:2]1([F:10])[CH2:5][CH:4]([S:6]([Cl:14])(=[O:8])=[O:7])[CH2:3]1. The yield is 1.00.